This data is from Peptide-MHC class II binding affinity with 134,281 pairs from IEDB. The task is: Regression. Given a peptide amino acid sequence and an MHC pseudo amino acid sequence, predict their binding affinity value. This is MHC class II binding data. (1) The peptide sequence is GELQIVDKIDAAFAI. The MHC is DRB3_0101 with pseudo-sequence DRB3_0101. The binding affinity (normalized) is 0.671. (2) The peptide sequence is CDGERPTLAFLQDVM. The MHC is DRB1_0405 with pseudo-sequence DRB1_0405. The binding affinity (normalized) is 0.333.